This data is from Reaction yield outcomes from USPTO patents with 853,638 reactions. The task is: Predict the reaction yield, written as a fraction of the theoretical maximum amount of product (1.0 means a 100% yield; for example, 0.34 means a 34% yield). (1) The reactants are [CH3:1][C:2]([O:5][C:6]([NH:8][CH:9]1[CH2:14][CH2:13][NH:12][CH2:11][CH2:10]1)=[O:7])([CH3:4])[CH3:3].[Cl:15][C:16]1[CH:17]=[N:18][C:19]2[C:24]([C:25]=1[CH:26]=[CH2:27])=[CH:23][C:22]([O:28][CH3:29])=[CH:21][CH:20]=2. The catalyst is CN(C=O)C. The product is [C:2]([O:5][C:6](=[O:7])[NH:8][CH:9]1[CH2:10][CH2:11][N:12]([CH2:27][CH2:26][C:25]2[C:24]3[C:19](=[CH:20][CH:21]=[C:22]([O:28][CH3:29])[CH:23]=3)[N:18]=[CH:17][C:16]=2[Cl:15])[CH2:13][CH2:14]1)([CH3:1])([CH3:3])[CH3:4]. The yield is 0.850. (2) The reactants are C[O:2][C:3]([C:5]1[S:6][C:7]([C:31]2[CH2:36][CH2:35][CH2:34][CH2:33][CH:32]=2)=[CH:8][C:9]=1[N:10]([CH:20]1[CH2:25][CH2:24][N:23]([C:26](=[O:30])[CH:27]([CH3:29])[CH3:28])[CH2:22][CH2:21]1)[C:11]([C@H:13]1[CH2:18][CH2:17][C@H:16]([CH3:19])[CH2:15][CH2:14]1)=[O:12])=[O:4].[Li+].[OH-].O. The catalyst is C1COCC1.O.CO. The product is [C:31]1([C:7]2[S:6][C:5]([C:3]([OH:4])=[O:2])=[C:9]([N:10]([CH:20]3[CH2:21][CH2:22][N:23]([C:26](=[O:30])[CH:27]([CH3:29])[CH3:28])[CH2:24][CH2:25]3)[C:11]([C@H:13]3[CH2:18][CH2:17][C@H:16]([CH3:19])[CH2:15][CH2:14]3)=[O:12])[CH:8]=2)[CH2:36][CH2:35][CH2:34][CH2:33][CH:32]=1. The yield is 0.610. (3) The reactants are O[CH:2]1[C:10]2[C:5](=[CH:6][C:7]([O:11][CH3:12])=[CH:8][CH:9]=2)[C:4](=[O:13])O1.Cl.[NH2:15][CH2:16][C@H:17]1[CH2:22][CH2:21][C@H:20]([C:23]([O:25][CH3:26])=[O:24])[CH2:19][CH2:18]1.CCN(C(C)C)C(C)C.[BH-](OC(C)=O)(OC(C)=O)OC(C)=O.[Na+]. The catalyst is ClCCCl.C1COCC1. The product is [CH3:12][O:11][C:7]1[CH:6]=[C:5]2[C:10]([CH2:2][N:15]([CH2:16][C@H:17]3[CH2:18][CH2:19][C@H:20]([C:23]([O:25][CH3:26])=[O:24])[CH2:21][CH2:22]3)[C:4]2=[O:13])=[CH:9][CH:8]=1. The yield is 0.900.